This data is from Catalyst prediction with 721,799 reactions and 888 catalyst types from USPTO. The task is: Predict which catalyst facilitates the given reaction. (1) Reactant: [CH3:1][O:2][C:3]1[CH:8]=[CH:7][N:6]=[C:5]2[C:9](=[O:21])[N:10]([CH2:12][C:13]3[CH:18]=[CH:17][C:16]([O:19][CH3:20])=[CH:15][CH:14]=3)[CH2:11][C:4]=12.[H-].[Na+].FC(F)CN1[CH2:32][CH2:31][C:30]2(N3C(=O)C(NC4N=CN=C(NC(C5CC5)=O)C=4OC)=CC(C)=C3C(=O)N2)[CH2:29][CH2:28]1. Product: [CH3:1][O:2][C:3]1[CH:8]=[CH:7][N:6]=[C:5]2[C:9](=[O:21])[N:10]([CH2:12][C:13]3[CH:18]=[CH:17][C:16]([O:19][CH3:20])=[CH:15][CH:14]=3)[C:11]3([CH2:32][CH2:31][CH2:30][CH2:29][CH2:28]3)[C:4]=12. The catalyst class is: 7. (2) Reactant: N([O-])=O.[Na+].[CH3:5][O:6][C:7]1[C:8]([CH3:14])=[C:9](N)[CH:10]=[CH:11][CH:12]=1.Cl.CCOC([S-])=[S:20].[K+]. Product: [CH3:5][O:6][C:7]1[C:8]([CH3:14])=[C:9]([SH:20])[CH:10]=[CH:11][CH:12]=1. The catalyst class is: 6. (3) Reactant: [N+:1]([C:4]1[CH:26]=[CH:25][C:7]([O:8][CH2:9][CH2:10][C:11]2[N:16]=[C:15]([NH:17][C:18](=[O:24])[O:19][C:20]([CH3:23])([CH3:22])[CH3:21])[CH:14]=[CH:13][CH:12]=2)=[CH:6][CH:5]=1)([O-])=O.[H][H]. Product: [NH2:1][C:4]1[CH:5]=[CH:6][C:7]([O:8][CH2:9][CH2:10][C:11]2[N:16]=[C:15]([NH:17][C:18](=[O:24])[O:19][C:20]([CH3:23])([CH3:21])[CH3:22])[CH:14]=[CH:13][CH:12]=2)=[CH:25][CH:26]=1. The catalyst class is: 19. (4) Product: [F:12][C:9]([F:10])([F:11])[CH:8]([S:13][CH3:14])[CH2:7][CH2:6][CH:22]([S:19]([CH2:18][CH2:17][C:16]([F:26])([F:15])[F:25])(=[O:21])=[O:20])[C:23]#[N:24]. Reactant: CS(O[CH2:6][CH2:7][CH:8]([S:13][CH3:14])[C:9]([F:12])([F:11])[F:10])(=O)=O.[F:15][C:16]([F:26])([F:25])[CH2:17][CH2:18][S:19]([CH2:22][C:23]#[N:24])(=[O:21])=[O:20].C(=O)([O-])[O-].[K+].[K+].Cl. The catalyst class is: 16. (5) Reactant: Cl[C:2]1[CH:7]=[N:6][CH:5]=[C:4]([Cl:8])[N:3]=1.[NH2:9][CH2:10][C:11]([O:13][CH2:14][CH3:15])=[O:12].C(N(CC)CC)C. Product: [Cl:8][C:4]1[N:3]=[C:2]([NH:9][CH2:10][C:11]([O:13][CH2:14][CH3:15])=[O:12])[CH:7]=[N:6][CH:5]=1. The catalyst class is: 10. (6) Reactant: [CH3:1][N:2]1[C:6]([C:7]([NH:9][C:10]2[CH:15]=[CH:14][CH:13]=[C:12]([O:16][C:17]3[CH:18]=[CH:19][C:20]4[N:21]([CH:23]=[C:24]([NH:26]C(=O)C(F)(F)F)[N:25]=4)[CH:22]=3)[CH:11]=2)=[O:8])=[CH:5][C:4]([CH3:33])=[N:3]1.[OH-].[Na+].C(O)C. Product: [NH2:26][C:24]1[N:25]=[C:20]2[CH:19]=[CH:18][C:17]([O:16][C:12]3[CH:11]=[C:10]([NH:9][C:7]([C:6]4[N:2]([CH3:1])[N:3]=[C:4]([CH3:33])[CH:5]=4)=[O:8])[CH:15]=[CH:14][CH:13]=3)=[CH:22][N:21]2[CH:23]=1. The catalyst class is: 6.